Dataset: Forward reaction prediction with 1.9M reactions from USPTO patents (1976-2016). Task: Predict the product of the given reaction. (1) Given the reactants N[C:2]1[CH:3]=[C:4]([CH:8]=[CH:9][C:10]=1[Cl:11])[C:5]([OH:7])=[O:6].Cl.CC(C)=O.N([O-])=O.[Na+].[I-:21].[K+].C([O-])(O)=O.[Na+], predict the reaction product. The product is: [Cl:11][C:10]1[CH:9]=[CH:8][C:4]([C:5]([OH:7])=[O:6])=[CH:3][C:2]=1[I:21]. (2) Given the reactants [Si]([O:8][CH2:9][C:10]1([CH3:34])[S:16][CH2:15][CH2:14][N:13]2[C:17]([C:20]3[CH:25]=[CH:24][C:23]([C:26]4[CH:31]=[CH:30][C:29]([F:32])=[CH:28][CH:27]=4)=[CH:22][C:21]=3[Cl:33])=[N:18][N:19]=[C:12]2[CH2:11]1)(C(C)(C)C)(C)C.Cl.O1CCOCC1.C(=O)([O-])O.[Na+], predict the reaction product. The product is: [Cl:33][C:21]1[CH:22]=[C:23]([C:26]2[CH:27]=[CH:28][C:29]([F:32])=[CH:30][CH:31]=2)[CH:24]=[CH:25][C:20]=1[C:17]1[N:13]2[CH2:14][CH2:15][S:16][C:10]([CH2:9][OH:8])([CH3:34])[CH2:11][C:12]2=[N:19][N:18]=1. (3) Given the reactants [C:1]([C@@H:4]([NH:20][C@@H](CC(C)C)C(O)=O)[CH2:5][CH2:6][C:7](=[O:19])[NH:8][C:9]1[S:10][C:11]2[CH:17]=[C:16](F)[CH:15]=[CH:14][C:12]=2[N:13]=1)([OH:3])=[O:2].[OH2:29].O.[OH-].[Li+], predict the reaction product. The product is: [NH2:8][C:9]1[S:10][C:11]2[CH:17]=[CH:16][CH:15]=[CH:14][C:12]=2[N:13]=1.[NH2:20][C@H:4]([C:1]([OH:3])=[O:2])[CH2:5][CH2:6][C:7]([OH:19])=[O:29]. (4) Given the reactants [CH3:1][C:2]1[CH:7]=[C:6]([CH3:8])[NH:5][C:4](=[O:9])[C:3]=1[CH2:10][NH:11][C:12]([C:14]1[CH:19]=[C:18]([C:20]2[CH2:25][CH2:24][N:23](C(OC(C)(C)C)=O)[CH2:22][CH:21]=2)[N:17]=[C:16]2[N:33]([CH:36]([CH3:38])[CH3:37])[N:34]=[CH:35][C:15]=12)=[O:13], predict the reaction product. The product is: [CH3:1][C:2]1[CH:7]=[C:6]([CH3:8])[NH:5][C:4](=[O:9])[C:3]=1[CH2:10][NH:11][C:12]([C:14]1[C:15]2[CH:35]=[N:34][N:33]([CH:36]([CH3:38])[CH3:37])[C:16]=2[N:17]=[C:18]([C:20]2[CH2:25][CH2:24][NH:23][CH2:22][CH:21]=2)[CH:19]=1)=[O:13]. (5) Given the reactants [CH3:1]O.S(=O)(=O)(O)O.[Cl:8][C:9]1[CH:29]=[CH:28][CH:27]=[C:26]([Cl:30])[C:10]=1[C:11]([NH:13][C@H:14]([C:23]([OH:25])=[O:24])[CH2:15][C:16]1[CH:21]=[CH:20][C:19]([I:22])=[CH:18][CH:17]=1)=[O:12], predict the reaction product. The product is: [CH3:1][O:24][C:23](=[O:25])[C@H:14]([CH2:15][C:16]1[CH:17]=[CH:18][C:19]([I:22])=[CH:20][CH:21]=1)[NH:13][C:11](=[O:12])[C:10]1[C:9]([Cl:8])=[CH:29][CH:28]=[CH:27][C:26]=1[Cl:30]. (6) Given the reactants [C:1]1([N:7]2[C:15]3[CH2:14][CH2:13][CH2:12][CH:11]([CH2:16][C:17]([N:19]4[CH2:25][CH2:24][CH2:23][CH2:22][CH2:21][CH2:20]4)=O)[C:10]=3[CH:9]=[N:8]2)[CH:6]=[CH:5][CH:4]=[CH:3][CH:2]=1.[H-].[H-].[H-].[H-].[Li+].[Al+3].O.[OH-].[Na+], predict the reaction product. The product is: [N:19]1([CH2:17][CH2:16][CH:11]2[CH2:12][CH2:13][CH2:14][C:15]3[N:7]([C:1]4[CH:2]=[CH:3][CH:4]=[CH:5][CH:6]=4)[N:8]=[CH:9][C:10]2=3)[CH2:20][CH2:21][CH2:22][CH2:23][CH2:24][CH2:25]1. (7) Given the reactants [C:1]1([C:7]2[C:12]3[N:13]=[CH:14][CH:15]=[CH:16][C:11]=3[C:10](=[O:17])[NH:9][N:8]=2)[CH:6]=[CH:5][CH:4]=[CH:3][CH:2]=1.N1C=CC=C2C(=O)OC(=O)C=12.C1([Mg]Cl)C=CC=CC=1.Cl, predict the reaction product. The product is: [C:1]1([C:7]2[C:12]3[NH:13][CH2:14][CH2:15][CH2:16][C:11]=3[C:10](=[O:17])[NH:9][N:8]=2)[CH:2]=[CH:3][CH:4]=[CH:5][CH:6]=1. (8) Given the reactants [F:1][C:2]1[CH:3]=[C:4]([CH:15]([CH3:20])[C:16]([O:18][CH3:19])=[O:17])[CH:5]=[CH:6][C:7]=1[C:8]1[CH:13]=[CH:12][CH:11]=[C:10]([OH:14])[CH:9]=1.[CH2:21]([N:24]=[C:25]=[O:26])[CH2:22][CH3:23], predict the reaction product. The product is: [F:1][C:2]1[CH:3]=[C:4]([CH:15]([CH3:20])[C:16]([O:18][CH3:19])=[O:17])[CH:5]=[CH:6][C:7]=1[C:8]1[CH:13]=[CH:12][CH:11]=[C:10]([O:14][C:25](=[O:26])[NH:24][CH2:21][CH2:22][CH3:23])[CH:9]=1.